This data is from Reaction yield outcomes from USPTO patents with 853,638 reactions. The task is: Predict the reaction yield, written as a fraction of the theoretical maximum amount of product (1.0 means a 100% yield; for example, 0.34 means a 34% yield). (1) The reactants are [CH3:1][C@H:2]1[C@@H:7]2[CH2:8][CH2:9][C:10]([CH3:12])=[CH:11][C@@H:6]2[C@H:5]([C@H:13]([C:15]([OH:17])=[O:16])[CH3:14])[CH2:4][CH2:3]1.C1C=CC(C2C3NC(C(C4C=CC=CC=4)=C4C=CC(=C(C5C=CC=CC=5)C5C=CC(=C(C6C=CC=CC=6)C6C=CC=2N=6)N=5)N4)=CC=3)=CC=1.[O:66]=[O:67].FC(F)(F)C(O)=[O:71]. The catalyst is C1(C)C=CC=CC=1. The product is [CH3:1][C@H:2]1[C@@H:7]2[CH2:8][CH2:9][C@:10]3([CH3:12])[O:66][O:67][C@:6]42[C@H:5]([C@@H:13]([CH3:14])[C:15]([O:17][C@@H:11]4[O:71]3)=[O:16])[CH2:4][CH2:3]1. The yield is 0.620. (2) The reactants are [C:1]([N:5]1[C:9]2[CH:10]=[CH:11][C:12]([C:14]3[C:15]([O:21]C)=[N:16][C:17]([NH2:20])=[N:18][CH:19]=3)=[CH:13][C:8]=2[N:7]=[C:6]1[C:23]1[CH:28]=[CH:27][CH:26]=[CH:25][C:24]=1[N:29]1[CH:33]=[N:32][CH:31]=[N:30]1)([CH3:4])([CH3:3])[CH3:2]. The catalyst is C1COCC1.Br. The product is [NH2:20][C:17]1[NH:16][C:15](=[O:21])[C:14]([C:12]2[CH:11]=[CH:10][C:9]3[N:5]([C:1]([CH3:2])([CH3:4])[CH3:3])[C:6]([C:23]4[CH:28]=[CH:27][CH:26]=[CH:25][C:24]=4[N:29]4[CH:33]=[N:32][CH:31]=[N:30]4)=[N:7][C:8]=3[CH:13]=2)=[CH:19][N:18]=1. The yield is 0.680. (3) The reactants are C([O:3][C:4]([C:6]1[CH:7]=[N:8][N:9]2[C:14]([CH:15]3[CH2:20][CH2:19][CH2:18][CH2:17][CH2:16]3)=[C:13]([C:21]3[CH:26]=[CH:25][C:24]([CH2:27][C:28]4[CH:33]=[CH:32][CH:31]=[CH:30][CH:29]=4)=[CH:23][CH:22]=3)[CH:12]=[N:11][C:10]=12)=[O:5])C.[Li+].[OH-].Cl. The catalyst is O1CCCC1. The product is [CH2:27]([C:24]1[CH:25]=[CH:26][C:21]([C:13]2[CH:12]=[N:11][C:10]3[N:9]([N:8]=[CH:7][C:6]=3[C:4]([OH:5])=[O:3])[C:14]=2[CH:15]2[CH2:16][CH2:17][CH2:18][CH2:19][CH2:20]2)=[CH:22][CH:23]=1)[C:28]1[CH:29]=[CH:30][CH:31]=[CH:32][CH:33]=1. The yield is 0.210. (4) The reactants are [Cl:1][C:2]1[CH:7]=[CH:6][CH:5]=[CH:4][C:3]=1[C:8](=O)[CH2:9][C:10]1[CH:15]=[CH:14][CH:13]=[CH:12][CH:11]=1.[CH2:17]([O:19][C:20]1[CH:21]=[C:22]([CH:25]=[C:26]([N+:29]([O-:31])=[O:30])[C:27]=1[OH:28])[CH:23]=O)[CH3:18].[NH2:32][C:33]([NH2:35])=[O:34].Cl. The catalyst is C(O)C. The product is [Cl:1][C:2]1[CH:7]=[CH:6][CH:5]=[CH:4][C:3]=1[C:8]1[NH:35][C:33](=[O:34])[NH:32][CH:23]([C:22]2[CH:25]=[C:26]([N+:29]([O-:31])=[O:30])[C:27]([OH:28])=[C:20]([O:19][CH2:17][CH3:18])[CH:21]=2)[C:9]=1[C:10]1[CH:15]=[CH:14][CH:13]=[CH:12][CH:11]=1. The yield is 0.142. (5) The reactants are [Cl:1][CH2:2][CH2:3][CH2:4][Si:5](Cl)(Cl)Cl.[CH2:9]([Mg]Cl)[C:10](=[CH2:12])[CH3:11]. The catalyst is C1COCC1. The product is [Cl:1][CH2:2][CH2:3][CH2:4][Si:5]([CH2:11][C:10](=[CH2:9])[CH3:12])([CH2:12][C:10](=[CH2:11])[CH3:9])[CH2:9][C:10](=[CH2:12])[CH3:11]. The yield is 0.970.